Dataset: Reaction yield outcomes from USPTO patents with 853,638 reactions. Task: Predict the reaction yield, written as a fraction of the theoretical maximum amount of product (1.0 means a 100% yield; for example, 0.34 means a 34% yield). The reactants are [N:1]1[C:8](Cl)=[N:7][C:5]([Cl:6])=[N:4][C:2]=1[Cl:3].C(=O)(O)[O-].[K+].[CH:15]1([CH2:21][OH:22])[CH2:20][CH2:19][CH2:18][CH2:17][CH2:16]1. The catalyst is C1(C)C=CC=CC=1.C1OCCOCCOCCOCCOCCOC1. The product is [Cl:3][C:2]1[N:4]=[C:5]([Cl:6])[N:7]=[C:8]([O:22][CH2:21][CH:15]2[CH2:20][CH2:19][CH2:18][CH2:17][CH2:16]2)[N:1]=1. The yield is 0.990.